Dataset: Forward reaction prediction with 1.9M reactions from USPTO patents (1976-2016). Task: Predict the product of the given reaction. (1) Given the reactants Br[C:2]1[CH:3]=[C:4]([CH2:10][NH:11][C:12](=[O:38])[CH2:13][C:14]([NH:16][CH2:17][C:18]2[C:19]([NH:31][CH:32]3[CH2:37][CH2:36][O:35][CH2:34][CH2:33]3)=[C:20]3[CH:28]=[N:27][N:26]([CH2:29][CH3:30])[C:21]3=[N:22][C:23]=2[CH2:24][CH3:25])=[O:15])[CH:5]=[CH:6][C:7]=1[O:8][CH3:9].[CH:39]([C:41]1[CH:42]=[C:43](B(O)O)[CH:44]=[CH:45][CH:46]=1)=[O:40].C(=O)([O-])[O-].[Na+].[Na+].O1CCOCC1, predict the reaction product. The product is: [CH2:29]([N:26]1[C:21]2=[N:22][C:23]([CH2:24][CH3:25])=[C:18]([CH2:17][NH:16][C:14](=[O:15])[CH2:13][C:12]([NH:11][CH2:10][C:4]3[CH:3]=[C:2]([C:45]4[CH:44]=[CH:43][CH:42]=[C:41]([CH:39]=[O:40])[CH:46]=4)[C:7]([O:8][CH3:9])=[CH:6][CH:5]=3)=[O:38])[C:19]([NH:31][CH:32]3[CH2:37][CH2:36][O:35][CH2:34][CH2:33]3)=[C:20]2[CH:28]=[N:27]1)[CH3:30]. (2) Given the reactants [F:1][C:2]1[CH:10]=[C:9]([F:11])[CH:8]=[C:7]2[C:3]=1[CH2:4][CH2:5][C:6]2([NH:14][C:15](=[O:21])[O:16][C:17]([CH3:20])([CH3:19])[CH3:18])C=O.F[C:23]1[CH:24]=C([C@H]2N(CC(OCC)=O)C(=O)C3(CCCC3)NC2)C=[C:27](F)[CH:28]=1.[CH3:47][C:48]([OH:50])=[O:49].[BH3-][C:52]#[N:53].[Na+].[CH3:55]O, predict the reaction product. The product is: [C:17]([O:16][C:15]([NH:14][C:6]1([CH2:52][NH:53][C:47]2([C:48]([O:50][CH3:55])=[O:49])[CH2:27][CH2:28][CH2:23][CH2:24]2)[C:7]2[C:3](=[C:2]([F:1])[CH:10]=[C:9]([F:11])[CH:8]=2)[CH2:4][CH2:5]1)=[O:21])([CH3:19])([CH3:18])[CH3:20]. (3) Given the reactants [C:1]([C:3]1[C:4]([N:26]=CN(C)C)=[N:5][C:6]([C:19]2[CH:24]=[CH:23][C:22]([F:25])=[CH:21][CH:20]=2)=[C:7]([C:9]2[CH:14]=[CH:13][C:12](=[O:15])[N:11]([CH:16]([CH3:18])[CH3:17])[N:10]=2)[N:8]=1)#[N:2].O.C([O-])(O)=O.[Na+].CCOC(C)=O, predict the reaction product. The product is: [NH2:26][C:4]1[C:3]([C:1]#[N:2])=[N:8][C:7]([C:9]2[CH:14]=[CH:13][C:12](=[O:15])[N:11]([CH:16]([CH3:18])[CH3:17])[N:10]=2)=[C:6]([C:19]2[CH:24]=[CH:23][C:22]([F:25])=[CH:21][CH:20]=2)[N:5]=1. (4) Given the reactants [CH3:1][C:2]1[CH:3]=[N:4][N:5]([C:7]2[CH:12]=[CH:11][N:10]=[CH:9][C:8]=2[N:13]2[CH2:18][CH2:17][CH:16]([C:19]([NH:21][C@@H:22]3[CH2:26][CH2:25][O:24][CH2:23]3)=[O:20])[CH2:15][CH2:14]2)[CH:6]=1.[H-].[Na+].CC1C=CC(S(O[CH2:40][CH2:41][F:42])(=O)=O)=CC=1.[Cl-].[NH4+], predict the reaction product. The product is: [F:42][CH2:41][CH2:40][N:21]([C@@H:22]1[CH2:26][CH2:25][O:24][CH2:23]1)[C:19]([CH:16]1[CH2:17][CH2:18][N:13]([C:8]2[CH:9]=[N:10][CH:11]=[CH:12][C:7]=2[N:5]2[CH:6]=[C:2]([CH3:1])[CH:3]=[N:4]2)[CH2:14][CH2:15]1)=[O:20]. (5) Given the reactants [CH3:1][N:2]1[CH:6]=[C:5]([C:7](Cl)=[O:8])[C:4]([C:10]([F:13])([F:12])[F:11])=[N:3]1.[NH2:14][CH:15]([CH:21]([C:26]1[CH:31]=[CH:30][CH:29]=[CH:28][CH:27]=1)[CH2:22][N+:23]([O-:25])=[O:24])[C:16]([O:18]CC)=O.[N:32]1C=CC=C[CH:33]=1.Cl, predict the reaction product. The product is: [CH3:1][N:2]1[CH:6]=[C:5]([C:7]([NH:14][CH:15]([C:16]([NH:32][CH3:33])=[O:18])[CH:21]([C:26]2[CH:27]=[CH:28][CH:29]=[CH:30][CH:31]=2)[CH2:22][N+:23]([O-:25])=[O:24])=[O:8])[C:4]([C:10]([F:13])([F:12])[F:11])=[N:3]1. (6) Given the reactants [C:1]([CH:3]1[CH2:8][CH:7]([C:9]([O:11]CC)=[O:10])[CH2:6][CH2:5][N:4]1[C:14]([O:16][CH2:17][C:18]1[CH:23]=[CH:22][CH:21]=[CH:20][CH:19]=1)=[O:15])#[N:2].O[Li].O, predict the reaction product. The product is: [CH2:17]([O:16][C:14]([N:4]1[CH2:5][CH2:6][CH:7]([C:9]([OH:11])=[O:10])[CH2:8][CH:3]1[C:1]#[N:2])=[O:15])[C:18]1[CH:23]=[CH:22][CH:21]=[CH:20][CH:19]=1. (7) Given the reactants F[C:2]1[C:9]([C:10]([F:13])([F:12])[F:11])=[CH:8][CH:7]=[CH:6][C:3]=1[CH:4]=O.CCN(CC)CC.[SH:21][CH2:22][C:23]([O:25][CH2:26][CH3:27])=[O:24], predict the reaction product. The product is: [CH2:26]([O:25][C:23]([C:22]1[S:21][C:2]2[C:9]([C:10]([F:13])([F:12])[F:11])=[CH:8][CH:7]=[CH:6][C:3]=2[CH:4]=1)=[O:24])[CH3:27]. (8) The product is: [CH:38]1([NH:37][S:34]([C:30]2[CH:29]=[C:28]([NH:27][C:12]([C:11]3[CH:10]=[N:9][N:8]4[C:3]([C:2]([F:26])([F:25])[F:1])=[CH:4][C:5]([C:15]5[CH:20]=[CH:19][C:18]([C:21]([F:24])([F:22])[F:23])=[CH:17][CH:16]=5)=[N:6][C:7]=34)=[O:13])[CH:33]=[CH:32][CH:31]=2)(=[O:36])=[O:35])[CH2:40][CH2:39]1. Given the reactants [F:1][C:2]([F:26])([F:25])[C:3]1[N:8]2[N:9]=[CH:10][C:11]([C:12](O)=[O:13])=[C:7]2[N:6]=[C:5]([C:15]2[CH:20]=[CH:19][C:18]([C:21]([F:24])([F:23])[F:22])=[CH:17][CH:16]=2)[CH:4]=1.[NH2:27][C:28]1[CH:29]=[C:30]([S:34]([NH:37][CH:38]2[CH2:40][CH2:39]2)(=[O:36])=[O:35])[CH:31]=[CH:32][CH:33]=1, predict the reaction product. (9) Given the reactants [Br:1][C:2]1[CH:3]=[C:4]([CH:7]=[O:8])[S:5][CH:6]=1.[CH2:9]([OH:11])[CH3:10].[Cl-].[NH4+].C([O-])([O-])O[CH2:16][CH3:17], predict the reaction product. The product is: [Br:1][C:2]1[CH:3]=[C:4]([CH:7]([O:11][CH2:9][CH3:10])[O:8][CH2:16][CH3:17])[S:5][CH:6]=1. (10) The product is: [OH:13][C:14]1[CH:19]=[CH:18][C:17]([C:20]2[N:11]([CH2:10][CH2:9][CH2:8][CH:7]([CH3:12])[CH3:6])[C:23]([C:25]3[CH:26]=[CH:27][C:28]([C:29]([OH:31])=[O:30])=[CH:32][CH:33]=3)=[CH:22][CH:21]=2)=[CH:16][CH:15]=1. Given the reactants N1C=CC=C1.[CH3:6][CH:7]([CH3:12])[CH2:8][CH2:9][CH2:10][NH2:11].[OH:13][C:14]1[CH:19]=[CH:18][C:17]([C:20](=O)[CH2:21][CH2:22][C:23]([C:25]2[CH:33]=[CH:32][C:28]([C:29]([OH:31])=[O:30])=[CH:27][CH:26]=2)=O)=[CH:16][CH:15]=1, predict the reaction product.